Dataset: Peptide-MHC class I binding affinity with 185,985 pairs from IEDB/IMGT. Task: Regression. Given a peptide amino acid sequence and an MHC pseudo amino acid sequence, predict their binding affinity value. This is MHC class I binding data. (1) The peptide sequence is SQVLQQSTY. The MHC is HLA-A24:02 with pseudo-sequence HLA-A24:02. The binding affinity (normalized) is 0. (2) The peptide sequence is KDLQKVCYV. The MHC is Mamu-B01 with pseudo-sequence Mamu-B01. The binding affinity (normalized) is 0.00441.